Dataset: Forward reaction prediction with 1.9M reactions from USPTO patents (1976-2016). Task: Predict the product of the given reaction. (1) Given the reactants Br[C:2]1[CH:3]=[CH:4][C:5]([N+:8]([O-:10])=[O:9])=[N:6][CH:7]=1.[N:11]1([C:17]([O:19][C:20]([CH3:23])([CH3:22])[CH3:21])=[O:18])[CH2:16][CH2:15][NH:14][CH2:13][CH2:12]1.CCN(C(C)C)C(C)C, predict the reaction product. The product is: [N+:8]([C:5]1[N:6]=[CH:7][C:2]([N:14]2[CH2:13][CH2:12][N:11]([C:17]([O:19][C:20]([CH3:23])([CH3:22])[CH3:21])=[O:18])[CH2:16][CH2:15]2)=[CH:3][CH:4]=1)([O-:10])=[O:9]. (2) Given the reactants Cl[C:2]1[C:7]2[C:8]3[CH2:14][CH2:13][CH2:12][CH2:11][C:9]=3[Se:10][C:6]=2[N:5]=[CH:4][N:3]=1.[NH2:15][C:16]1[CH:21]=[C:20]([Cl:22])[N:19]=[C:18]([Cl:23])[N:17]=1.[OH-].[Na+], predict the reaction product. The product is: [Cl:23][C:18]1[N:17]=[C:16]([NH:15][C:2]2[C:7]3[C:8]4[CH2:14][CH2:13][CH2:12][CH2:11][C:9]=4[Se:10][C:6]=3[N:5]=[CH:4][N:3]=2)[CH:21]=[C:20]([Cl:22])[N:19]=1. (3) Given the reactants [C:1]([C:5]1[CH:9]=[C:8]([CH2:10][NH2:11])[N:7]([C:12]2[CH:17]=[CH:16][C:15](F)=[C:14]([Cl:19])[CH:13]=2)[N:6]=1)([CH3:4])([CH3:3])[CH3:2].ClC(N(C)C)=C(C)C.[F:28][C:29]1[CH:30]=[C:31]([CH:39]([CH3:43])[C:40](O)=[O:41])[CH:32]=[CH:33][C:34]=1[S:35]([CH3:38])(=[O:37])=[O:36].C(N(C(C)C)C(C)C)C, predict the reaction product. The product is: [C:1]([C:5]1[CH:9]=[C:8]([CH2:10][NH:11][C:40](=[O:41])[CH:39]([C:31]2[CH:32]=[CH:33][C:34]([S:35]([CH3:38])(=[O:36])=[O:37])=[C:29]([F:28])[CH:30]=2)[CH3:43])[N:7]([C:12]2[CH:17]=[CH:16][CH:15]=[C:14]([Cl:19])[CH:13]=2)[N:6]=1)([CH3:4])([CH3:3])[CH3:2].